From a dataset of Peptide-MHC class I binding affinity with 185,985 pairs from IEDB/IMGT. Regression. Given a peptide amino acid sequence and an MHC pseudo amino acid sequence, predict their binding affinity value. This is MHC class I binding data. The peptide sequence is AARHKHQVM. The MHC is HLA-A03:01 with pseudo-sequence HLA-A03:01. The binding affinity (normalized) is 0.0847.